From a dataset of NCI-60 drug combinations with 297,098 pairs across 59 cell lines. Regression. Given two drug SMILES strings and cell line genomic features, predict the synergy score measuring deviation from expected non-interaction effect. (1) Drug 1: C(=O)(N)NO. Drug 2: C(CCl)NC(=O)N(CCCl)N=O. Cell line: SNB-19. Synergy scores: CSS=8.80, Synergy_ZIP=-3.70, Synergy_Bliss=0.359, Synergy_Loewe=-7.04, Synergy_HSA=-0.404. (2) Drug 1: COC1=NC(=NC2=C1N=CN2C3C(C(C(O3)CO)O)O)N. Drug 2: CC1=C(C(=O)C2=C(C1=O)N3CC4C(C3(C2COC(=O)N)OC)N4)N. Cell line: RPMI-8226. Synergy scores: CSS=31.2, Synergy_ZIP=1.55, Synergy_Bliss=8.39, Synergy_Loewe=-22.3, Synergy_HSA=10.4. (3) Drug 1: CC12CCC3C(C1CCC2O)C(CC4=C3C=CC(=C4)O)CCCCCCCCCS(=O)CCCC(C(F)(F)F)(F)F. Drug 2: C1=NNC2=C1C(=O)NC=N2. Cell line: PC-3. Synergy scores: CSS=4.44, Synergy_ZIP=-0.656, Synergy_Bliss=0.188, Synergy_Loewe=2.23, Synergy_HSA=0.581. (4) Drug 1: CC1C(C(=O)NC(C(=O)N2CCCC2C(=O)N(CC(=O)N(C(C(=O)O1)C(C)C)C)C)C(C)C)NC(=O)C3=C4C(=C(C=C3)C)OC5=C(C(=O)C(=C(C5=N4)C(=O)NC6C(OC(=O)C(N(C(=O)CN(C(=O)C7CCCN7C(=O)C(NC6=O)C(C)C)C)C)C(C)C)C)N)C. Drug 2: COC1=C2C(=CC3=C1OC=C3)C=CC(=O)O2. Cell line: NCI-H460. Synergy scores: CSS=5.69, Synergy_ZIP=-12.2, Synergy_Bliss=-25.1, Synergy_Loewe=-67.7, Synergy_HSA=-26.5.